Dataset: Catalyst prediction with 721,799 reactions and 888 catalyst types from USPTO. Task: Predict which catalyst facilitates the given reaction. (1) The catalyst class is: 152. Reactant: [CH3:1][C:2]1[Se:6][C:5]([C:7]([O:9][CH3:10])=[O:8])=[CH:4][CH:3]=1.[N+:11]([O-])([OH:13])=[O:12]. Product: [CH3:1][C:2]1[Se:6][C:5]([C:7]([O:9][CH3:10])=[O:8])=[CH:4][C:3]=1[N+:11]([O-:13])=[O:12]. (2) Reactant: [CH3:1][O:2][C:3]([CH2:5]P(OC)(OC)=O)=[O:4].[CH2:12]([N:19]1[C:23]([CH3:24])=[CH:22][CH:21]=[C:20]1[CH:25]=O)[C:13]1[CH:18]=[CH:17][CH:16]=[CH:15][CH:14]=1.[CH3:27][O:28][C:29]1[CH:34]=[CH:33][N:32]=[C:31]2[NH:35][C:36]([CH2:38]O)=[CH:37][C:30]=12. Product: [CH3:1][O:2][C:3](=[O:4])[CH:5]=[CH:25][C:20]1[N:19]([CH2:12][C:13]2[CH:18]=[CH:17][CH:16]=[CH:15][CH:14]=2)[C:23]([CH3:24])=[CH:22][CH:21]=1.[CH3:27][O:28][C:29]1[CH:34]=[CH:33][N:32]=[C:31]2[NH:35][C:36]([CH3:38])=[CH:37][C:30]=12. The catalyst class is: 7. (3) The catalyst class is: 249. Reactant: [Hg:1](OC(C)=O)OC(C)=O.[CH2:10]([O:17][CH2:18][C@@H:19]([OH:42])[C@@H:20]([O:34][CH2:35][C:36]1[CH:41]=[CH:40][CH:39]=[CH:38][CH:37]=1)[C@H:21]([O:26][CH2:27][C:28]1[CH:33]=[CH:32][CH:31]=[CH:30][CH:29]=1)[C@@H:22]([OH:25])[CH:23]=[CH2:24])[C:11]1[CH:16]=[CH:15][CH:14]=[CH:13][CH:12]=1.[Cl-:43].[K+]. Product: [CH2:27]([O:26][C@H:21]1[C@H:20]([O:34][CH2:35][C:36]2[CH:37]=[CH:38][CH:39]=[CH:40][CH:41]=2)[C@@H:19]([CH2:18][O:17][CH2:10][C:11]2[CH:16]=[CH:15][CH:14]=[CH:13][CH:12]=2)[O:42][C@H:23]([CH2:24][Hg:1][Cl:43])[C@@H:22]1[OH:25])[C:28]1[CH:29]=[CH:30][CH:31]=[CH:32][CH:33]=1. (4) Reactant: [F:1][CH:2]([F:25])[O:3][C:4]1[CH:24]=[CH:23][C:7]2[NH:8][C:9]([S:11][CH2:12][C:13]3[C:18]([O:19][CH3:20])=[C:17]([O:21][CH3:22])[CH:16]=[CH:15][N:14]=3)=[N:10][C:6]=2[CH:5]=1.[OH-].[Na+].[O-]Cl.[Na+].S(S([O-])=O)([O-])(=O)=[O:32].[Na+].[Na+].Cl. Product: [CH3:22][O:21][C:17]1[CH:16]=[CH:15][N:14]=[C:13]([CH2:12][S+:11]([O-:32])[C:9]2[NH:8][C:7]3[CH:23]=[CH:24][C:4]([O:3][CH:2]([F:1])[F:25])=[CH:5][C:6]=3[N:10]=2)[C:18]=1[O:19][CH3:20]. The catalyst class is: 192.